From a dataset of Forward reaction prediction with 1.9M reactions from USPTO patents (1976-2016). Predict the product of the given reaction. (1) Given the reactants C([N:8]1[CH2:13][CH2:12][C:11]([CH2:20][C:21]([O:23][CH2:24][CH3:25])=[O:22])([CH2:14][C:15]([O:17][CH2:18][CH3:19])=[O:16])[CH2:10][CH2:9]1)C1C=CC=CC=1.[CH3:38][C:37]([O:36][C:34](O[C:34]([O:36][C:37]([CH3:40])([CH3:39])[CH3:38])=[O:35])=[O:35])([CH3:40])[CH3:39], predict the reaction product. The product is: [C:37]([O:36][C:34]([N:8]1[CH2:9][CH2:10][C:11]([CH2:14][C:15]([O:17][CH2:18][CH3:19])=[O:16])([CH2:20][C:21]([O:23][CH2:24][CH3:25])=[O:22])[CH2:12][CH2:13]1)=[O:35])([CH3:38])([CH3:39])[CH3:40]. (2) Given the reactants [Cl:1][C:2]1[CH:3]=[C:4]([CH:10]([C:22]([F:25])([F:24])[F:23])/[CH:11]=[CH:12]/[C:13]2[CH:14]=[C:15]3[C:19](=[CH:20][CH:21]=2)[NH:18][CH:17]=[CH:16]3)[CH:5]=[C:6]([Cl:9])[C:7]=1[F:8].[C:26]([O:30][C:31]([NH:33][CH2:34][C:35](OC1C=CC([N+]([O-])=O)=CC=1)=[O:36])=[O:32])([CH3:29])([CH3:28])[CH3:27].[F-].[K+].C1OCCOCCOCCOCCOCCOC1.CCN(C(C)C)C(C)C, predict the reaction product. The product is: [C:26]([O:30][C:31](=[O:32])[NH:33][CH2:34][C:35]([N:18]1[C:19]2[C:15](=[CH:14][C:13](/[CH:12]=[CH:11]/[CH:10]([C:4]3[CH:3]=[C:2]([Cl:1])[C:7]([F:8])=[C:6]([Cl:9])[CH:5]=3)[C:22]([F:24])([F:23])[F:25])=[CH:21][CH:20]=2)[CH:16]=[CH:17]1)=[O:36])([CH3:29])([CH3:27])[CH3:28]. (3) Given the reactants [C:1]([C:5]1[CH:6]=[C:7]([C:11]2([NH:20]C(=O)OC(C)(C)C)[CH2:19][CH2:18][C:17]3[C:13](=[CH:14][NH:15][N:16]=3)[CH2:12]2)[CH:8]=[CH:9][CH:10]=1)([CH3:4])([CH3:3])[CH3:2].Cl, predict the reaction product. The product is: [C:1]([C:5]1[CH:6]=[C:7]([C:11]2([NH2:20])[CH2:19][CH2:18][C:17]3[C:13](=[CH:14][NH:15][N:16]=3)[CH2:12]2)[CH:8]=[CH:9][CH:10]=1)([CH3:4])([CH3:2])[CH3:3]. (4) Given the reactants C(N(CC)CC)C.[CH3:8][O:9][C:10]1[CH:11]=[C:12]([NH:27][C:28]2[N:33]=[C:32]([O:34][C:35]3[C:44]4[C:39](=[CH:40][CH:41]=[CH:42][CH:43]=4)[C:38]([NH:45][C:46](=O)[O:47]C4C=CC=CC=4)=[CH:37][CH:36]=3)[CH:31]=[CH:30][N:29]=2)[CH:13]=[C:14]([O:16][CH2:17][CH2:18][O:19][CH2:20][CH2:21][O:22][CH2:23][CH2:24][O:25][CH3:26])[CH:15]=1.[NH2:55][C:56]1[CH:57]=[C:58]([CH:63]=[C:64]([C:66]([CH3:69])([CH3:68])[CH3:67])[CH:65]=1)[C:59]([NH:61][CH3:62])=[O:60], predict the reaction product. The product is: [C:66]([C:64]1[CH:63]=[C:58]([CH:57]=[C:56]([NH:55][C:46]([NH:45][C:38]2[C:39]3[C:44](=[CH:43][CH:42]=[CH:41][CH:40]=3)[C:35]([O:34][C:32]3[CH:31]=[CH:30][N:29]=[C:28]([NH:27][C:12]4[CH:13]=[C:14]([O:16][CH2:17][CH2:18][O:19][CH2:20][CH2:21][O:22][CH2:23][CH2:24][O:25][CH3:26])[CH:15]=[C:10]([O:9][CH3:8])[CH:11]=4)[N:33]=3)=[CH:36][CH:37]=2)=[O:47])[CH:65]=1)[C:59]([NH:61][CH3:62])=[O:60])([CH3:69])([CH3:68])[CH3:67]. (5) Given the reactants [O:1]1[CH2:6][CH2:5][CH:4]([O:7][CH2:8][CH:9]=[CH:10][C:11]2[CH:16]=[CH:15][C:14]([OH:17])=[CH:13][CH:12]=2)[CH2:3][CH2:2]1.[C:18]([C:21]1[CH:28]=[CH:27][C:24]([C:25]#[N:26])=[CH:23][C:22]=1F)(=[O:20])[CH3:19], predict the reaction product. The product is: [C:18]([C:21]1[CH:28]=[CH:27][C:24]([C:25]#[N:26])=[CH:23][C:22]=1[O:17][C:14]1[CH:13]=[CH:12][C:11]([CH:10]=[CH:9][CH2:8][O:7][CH:4]2[CH2:3][CH2:2][O:1][CH2:6][CH2:5]2)=[CH:16][CH:15]=1)(=[O:20])[CH3:19]. (6) The product is: [O:29]=[C:27]1[NH:26][C:25](=[O:30])[CH:24]([CH2:23][C:20]2[CH:19]=[CH:18][C:17]([C:13]3[CH:14]=[CH:15][CH:16]=[C:11]([CH2:10][N:9]([CH3:8])[C:36](=[O:37])[C:35]4[CH:39]=[CH:40][CH:41]=[C:33]([O:32][CH3:31])[CH:34]=4)[CH:12]=3)=[CH:22][CH:21]=2)[S:28]1. Given the reactants FC(F)(F)C(O)=O.[CH3:8][NH:9][CH2:10][C:11]1[CH:12]=[C:13]([C:17]2[CH:22]=[CH:21][C:20]([CH2:23][CH:24]3[S:28][C:27](=[O:29])[NH:26][C:25]3=[O:30])=[CH:19][CH:18]=2)[CH:14]=[CH:15][CH:16]=1.[CH3:31][O:32][C:33]1[CH:34]=[C:35]([CH:39]=[CH:40][CH:41]=1)[C:36](Cl)=[O:37], predict the reaction product. (7) Given the reactants [O:1]([C@@H:8]([CH3:12])[C:9]([OH:11])=[O:10])[C:2]1[CH:7]=[CH:6][CH:5]=[CH:4][CH:3]=1.[CH:13]([N:16]([CH:36]([CH3:38])[CH3:37])[CH2:17][CH2:18][CH:19]([C:26]1[CH:31]=[C:30]([CH2:32][CH2:33][OH:34])[CH:29]=[CH:28][C:27]=1[OH:35])[C:20]1[CH:25]=[CH:24][CH:23]=[CH:22][CH:21]=1)([CH3:15])[CH3:14], predict the reaction product. The product is: [O:1]([C@@H:8]([CH3:12])[C:9]([OH:11])=[O:10])[C:2]1[CH:7]=[CH:6][CH:5]=[CH:4][CH:3]=1.[CH:36]([N:16]([CH:13]([CH3:15])[CH3:14])[CH2:17][CH2:18][C@@H:19]([C:26]1[CH:31]=[C:30]([CH2:32][CH2:33][OH:34])[CH:29]=[CH:28][C:27]=1[OH:35])[C:20]1[CH:25]=[CH:24][CH:23]=[CH:22][CH:21]=1)([CH3:38])[CH3:37]. (8) The product is: [CH3:21][S:22]([O:13][C@@H:10]1[CH2:11][CH2:12][N:8]([C:1]([O:3][C:4]([CH3:7])([CH3:6])[CH3:5])=[O:2])[CH2:9]1)(=[O:24])=[O:23].[S:22]([OH:24])(=[O:2])(=[O:23])[CH3:21]. Given the reactants [C:1]([N:8]1[CH2:12][CH2:11][C@@H:10]([OH:13])[CH2:9]1)([O:3][C:4]([CH3:7])([CH3:6])[CH3:5])=[O:2].CCN(CC)CC.[CH3:21][S:22](Cl)(=[O:24])=[O:23], predict the reaction product.